Dataset: Acute oral toxicity (LD50) regression data from Zhu et al.. Task: Regression/Classification. Given a drug SMILES string, predict its toxicity properties. Task type varies by dataset: regression for continuous values (e.g., LD50, hERG inhibition percentage) or binary classification for toxic/non-toxic outcomes (e.g., AMES mutagenicity, cardiotoxicity, hepatotoxicity). Dataset: ld50_zhu. (1) The compound is CC1=CC(=O)c2c(O)cccc2C1=O. The rat oral LD50 is 3.46, given as -log10 of the dose in mol/kg body weight (higher means more acutely toxic). (2) The drug is CC(=O)Nc1cccc(NC(C)=O)c1. The rat oral LD50 is 1.25, given as -log10 of the dose in mol/kg body weight (higher means more acutely toxic). (3) The compound is CCOP(=S)(OCC)SC(CBr)N1C(=O)c2ccccc2C1=O. The rat oral LD50 is 4.39, given as -log10 of the dose in mol/kg body weight (higher means more acutely toxic). (4) The compound is CC12C=CC(=O)C=C1CCC1C2C(O)CC2(C)C1CCC2(O)C(=O)COC(=O)CCCc1ccc(N(CCCl)CCCl)cc1. The rat oral LD50 is 3.09, given as -log10 of the dose in mol/kg body weight (higher means more acutely toxic).